Dataset: Catalyst prediction with 721,799 reactions and 888 catalyst types from USPTO. Task: Predict which catalyst facilitates the given reaction. (1) Reactant: [CH:1]1([C:4]2[C:9]([O:10][CH:11]([F:13])[F:12])=[CH:8][C:7](B3OC(C)(C)C(C)(C)O3)=[CH:6][N:5]=2)[CH2:3][CH2:2]1.[OH:23]O. Product: [CH:1]1([C:4]2[N:5]=[CH:6][C:7]([OH:23])=[CH:8][C:9]=2[O:10][CH:11]([F:13])[F:12])[CH2:3][CH2:2]1. The catalyst class is: 5. (2) The catalyst class is: 7. Reactant: [C:1]1(P([C:1]2[CH:6]=[CH:5][CH:4]=[CH:3][CH:2]=2)[C:1]2[CH:6]=[CH:5][CH:4]=[CH:3][CH:2]=2)[CH:6]=[CH:5][CH:4]=[CH:3][CH:2]=1.[OH:20][C@@H:21]1[CH2:26][C@H:25]([C:27]([O:29][CH3:30])=[O:28])[C@@H:24]([C:31]([N:33]2[CH2:38][CH2:37][N:36]([C:39]3[CH:44]=[CH:43][CH:42]=[CH:41][CH:40]=3)[CH2:35][CH2:34]2)=[O:32])[CH2:23][CH2:22]1.C1(O)C=CC=CC=1.N(C(OCC)=O)=NC(OCC)=O. Product: [O:20]([C@H:21]1[CH2:26][C@H:25]([C:27]([O:29][CH3:30])=[O:28])[C@@H:24]([C:31]([N:33]2[CH2:34][CH2:35][N:36]([C:39]3[CH:44]=[CH:43][CH:42]=[CH:41][CH:40]=3)[CH2:37][CH2:38]2)=[O:32])[CH2:23][CH2:22]1)[C:1]1[CH:6]=[CH:5][CH:4]=[CH:3][CH:2]=1. (3) Reactant: [C:1]([O:5][C:6]([N:8]1[C:16]2[C:11](=[N:12][CH:13]=[C:14](Br)[CH:15]=2)[C:10]([CH3:19])([CH3:18])[CH2:9]1)=[O:7])([CH3:4])([CH3:3])[CH3:2].C([Li])CCC.CON(C)[C:28](=[O:31])[CH2:29][CH3:30].O. Product: [C:1]([O:5][C:6]([N:8]1[C:16]2[C:11](=[N:12][CH:13]=[C:14]([C:28](=[O:31])[CH2:29][CH3:30])[CH:15]=2)[C:10]([CH3:19])([CH3:18])[CH2:9]1)=[O:7])([CH3:4])([CH3:3])[CH3:2]. The catalyst class is: 49. (4) Reactant: FC(F)(F)S(O[C:7]1[CH:12]=[CH:11][C:10]([S:13][C:14]2[CH:19]=[CH:18][C:17]([C:20]#[N:21])=[CH:16][CH:15]=2)=[CH:9][C:8]=1[CH:22]=[O:23])(=O)=O.[B:26]1([B:26]2[O:30][C:29]([CH3:32])([CH3:31])[C:28]([CH3:34])([CH3:33])[O:27]2)[O:30][C:29]([CH3:32])([CH3:31])[C:28]([CH3:34])([CH3:33])[O:27]1.CC([O-])=O.[K+]. Product: [CH:22]([C:8]1[CH:9]=[C:10]([S:13][C:14]2[CH:19]=[CH:18][C:17]([C:20]#[N:21])=[CH:16][CH:15]=2)[CH:11]=[CH:12][C:7]=1[B:26]1[O:30][C:29]([CH3:32])([CH3:31])[C:28]([CH3:34])([CH3:33])[O:27]1)=[O:23]. The catalyst class is: 75. (5) Reactant: ClC(Cl)(Cl)C([N:5]1[CH2:10][CH2:9][N:8]([C:11]2[CH:16]=[C:15]([S:17]([N:20]3[C:28]4[C:23](=[CH:24][CH:25]=[C:26]([F:29])[CH:27]=4)[CH:22]=[CH:21]3)(=[O:19])=[O:18])[CH:14]=[CH:13][C:12]=2[O:30][CH2:31][C:32]([F:37])([F:36])[CH:33]([F:35])[F:34])[CH2:7][CH2:6]1)=O.[OH-].[K+]. Product: [F:29][C:26]1[CH:27]=[C:28]2[C:23]([CH:22]=[CH:21][N:20]2[S:17]([C:15]2[CH:14]=[CH:13][C:12]([O:30][CH2:31][C:32]([F:36])([F:37])[CH:33]([F:34])[F:35])=[C:11]([N:8]3[CH2:7][CH2:6][NH:5][CH2:10][CH2:9]3)[CH:16]=2)(=[O:18])=[O:19])=[CH:24][CH:25]=1. The catalyst class is: 1.